This data is from Forward reaction prediction with 1.9M reactions from USPTO patents (1976-2016). The task is: Predict the product of the given reaction. (1) Given the reactants [Cl:1][C:2]1[C:7]([Cl:8])=[CH:6][CH:5]=[CH:4][C:3]=1[N:9]1[CH2:14][CH2:13][NH:12][CH2:11][CH2:10]1.Br[CH2:16][CH2:17][CH2:18][CH2:19][O:20][C:21]1[CH:30]=[C:29]2[C:24]([CH2:25][CH2:26][C:27](=[O:31])[NH:28]2)=[CH:23][CH:22]=1.C(N(CC)CC)C, predict the reaction product. The product is: [Cl:1][C:2]1[C:7]([Cl:8])=[CH:6][CH:5]=[CH:4][C:3]=1[N:9]1[CH2:14][CH2:13][N:12]([CH2:16][CH2:17][CH2:18][CH2:19][O:20][C:21]2[CH:30]=[C:29]3[C:24]([CH2:25][CH2:26][C:27](=[O:31])[NH:28]3)=[CH:23][CH:22]=2)[CH2:11][CH2:10]1. (2) Given the reactants [F:1][CH:2]([F:31])[CH2:3][C@H:4]([C@H:15]1[CH2:19][N:18]([C@@H](C2C=CC(OC)=CC=2)C)[C:17](=[O:30])[CH2:16]1)[O:5]CC1C=CC(OC)=CC=1, predict the reaction product. The product is: [F:31][CH:2]([F:1])[CH2:3][C@H:4]([C@H:15]1[CH2:19][NH:18][C:17](=[O:30])[CH2:16]1)[OH:5]. (3) Given the reactants Cl.[CH2:2]([O:4][CH2:5][CH:6]1[CH2:11][CH2:10][CH2:9][NH:8][CH2:7]1)[CH3:3].[C:12]([O:16][C:17](=[O:27])[NH:18][C@@H:19]1[CH2:24][CH2:23][CH2:22][CH2:21][C@H:20]1[CH:25]=O)([CH3:15])([CH3:14])[CH3:13].C(O[BH-](OC(=O)C)OC(=O)C)(=O)C.[Na+], predict the reaction product. The product is: [C:12]([O:16][C:17](=[O:27])[NH:18][C@@H:19]1[CH2:24][CH2:23][CH2:22][CH2:21][C@H:20]1[CH2:25][N:8]1[CH2:9][CH2:10][CH2:11][CH:6]([CH2:5][O:4][CH2:2][CH3:3])[CH2:7]1)([CH3:15])([CH3:13])[CH3:14]. (4) Given the reactants [C:1]1([S:7]([N:10]2[CH2:15][CH2:14][O:13][C:12]3[N:16]=[CH:17][C:18]([C:20]([OH:22])=O)=[CH:19][C:11]2=3)(=[O:9])=[O:8])[CH:6]=[CH:5][CH:4]=[CH:3][CH:2]=1.S(Cl)([Cl:25])=O, predict the reaction product. The product is: [C:1]1([S:7]([N:10]2[CH2:15][CH2:14][O:13][C:12]3[N:16]=[CH:17][C:18]([C:20]([Cl:25])=[O:22])=[CH:19][C:11]2=3)(=[O:9])=[O:8])[CH:6]=[CH:5][CH:4]=[CH:3][CH:2]=1.